This data is from Full USPTO retrosynthesis dataset with 1.9M reactions from patents (1976-2016). The task is: Predict the reactants needed to synthesize the given product. The reactants are: C([O-])([O-])=O.[Na+].[Na+].CC1(C)C(C)(C)OB([C:15]2[CH2:20][CH2:19][N:18]([C:21]([O:23][C:24]([CH3:27])([CH3:26])[CH3:25])=[O:22])[CH2:17][CH:16]=2)O1.[NH2:29][C:30]1[C:35]([N+:36]([O-:38])=[O:37])=[C:34](Br)[CH:33]=[CH:32][N:31]=1. Given the product [NH2:29][C:30]1[C:35]([N+:36]([O-:38])=[O:37])=[C:34]([C:15]2[CH2:20][CH2:19][N:18]([C:21]([O:23][C:24]([CH3:25])([CH3:26])[CH3:27])=[O:22])[CH2:17][CH:16]=2)[CH:33]=[CH:32][N:31]=1, predict the reactants needed to synthesize it.